From a dataset of Catalyst prediction with 721,799 reactions and 888 catalyst types from USPTO. Predict which catalyst facilitates the given reaction. (1) Reactant: Br[C:2]1[CH:7]=[C:6]([CH3:8])[C:5]([OH:9])=[C:4]([CH3:10])[CH:3]=1.[O:11]1[CH:15]=[CH:14][C:13](B(O)O)=[CH:12]1.C(=O)([O-])[O-].[Na+].[Na+].O. Product: [O:11]1[CH:15]=[CH:14][C:13]([C:2]2[CH:7]=[C:6]([CH3:8])[C:5]([OH:9])=[C:4]([CH3:10])[CH:3]=2)=[CH:12]1. The catalyst class is: 438. (2) Reactant: [Cl:1][C:2]1[CH:3]=[C:4]([CH:10]=[CH:11][C:12]=1[NH:13][CH:14]([CH3:17])[CH2:15][OH:16])[C:5]([O:7][CH2:8][CH3:9])=[O:6].C(N(CC)CC)C.[C:25](Cl)(Cl)=[O:26].O. Product: [Cl:1][C:2]1[CH:3]=[C:4]([CH:10]=[CH:11][C:12]=1[N:13]1[CH:14]([CH3:17])[CH2:15][O:16][C:25]1=[O:26])[C:5]([O:7][CH2:8][CH3:9])=[O:6]. The catalyst class is: 182. (3) Reactant: [CH3:1][O:2][C:3](=[O:33])[CH:4]([N:13]1[C:19](=[O:20])[CH2:18][CH2:17][N:16]([C:21](=[O:32])/[CH:22]=[CH:23]/[C:24]2[CH:29]=[CH:28][C:27]([Cl:30])=[C:26]([Cl:31])[CH:25]=2)[CH2:15][CH2:14]1)[CH2:5][C:6]([O:8]C(C)(C)C)=[O:7].Cl. Product: [CH3:1][O:2][C:3](=[O:33])[CH:4]([N:13]1[C:19](=[O:20])[CH2:18][CH2:17][N:16]([C:21](=[O:32])/[CH:22]=[CH:23]/[C:24]2[CH:29]=[CH:28][C:27]([Cl:30])=[C:26]([Cl:31])[CH:25]=2)[CH2:15][CH2:14]1)[CH2:5][C:6]([OH:8])=[O:7]. The catalyst class is: 38. (4) Reactant: [OH:1][CH:2]1[CH2:5][CH:4]([NH:6][C:7]([C:9]2[CH:14]=[CH:13][C:12]([C:15]3[CH:20]=[CH:19][C:18]([CH2:21][C@H:22]([NH:35][C:36]([C@H:38]4[CH2:43][CH2:42][C@H:41]([CH2:44][NH:45]C(=O)OC(C)(C)C)[CH2:40][CH2:39]4)=[O:37])[C:23]([NH:25][C:26]4[CH:34]=[C:33]5[C:29]([CH:30]=[N:31][NH:32]5)=[CH:28][CH:27]=4)=[O:24])=[CH:17][CH:16]=3)=[C:11]([CH3:53])[CH:10]=2)=[O:8])[CH2:3]1.[ClH:54]. Product: [ClH:54].[NH2:45][CH2:44][C@H:41]1[CH2:42][CH2:43][C@H:38]([C:36]([NH:35][C@H:22]([C:23]([NH:25][C:26]2[CH:34]=[C:33]3[C:29]([CH:30]=[N:31][NH:32]3)=[CH:28][CH:27]=2)=[O:24])[CH2:21][C:18]2[CH:17]=[CH:16][C:15]([C:12]3[CH:13]=[CH:14][C:9]([C:7]([NH:6][CH:4]4[CH2:5][CH:2]([OH:1])[CH2:3]4)=[O:8])=[CH:10][C:11]=3[CH3:53])=[CH:20][CH:19]=2)=[O:37])[CH2:39][CH2:40]1. The catalyst class is: 169. (5) Reactant: [OH-].[K+].[Cl:3][C:4]1[CH:39]=[CH:38][CH:37]=[CH:36][C:5]=1[C:6]([NH:8][CH:9]1[C:17]2[C:12](=[CH:13][CH:14]=[C:15]([C:18]([N:20]3[CH2:24][CH2:23][C:22]4([CH2:29][CH2:28][N:27](C(=O)C(F)(F)F)[CH2:26][CH2:25]4)[CH2:21]3)=[O:19])[CH:16]=2)[CH2:11][CH2:10]1)=[O:7]. Product: [CH2:21]1[C:22]2([CH2:29][CH2:28][NH:27][CH2:26][CH2:25]2)[CH2:23][CH2:24][N:20]1[C:18]([C:15]1[CH:16]=[C:17]2[C:12]([CH2:11][CH2:10][CH:9]2[NH:8][C:6](=[O:7])[C:5]2[CH:36]=[CH:37][CH:38]=[CH:39][C:4]=2[Cl:3])=[CH:13][CH:14]=1)=[O:19]. The catalyst class is: 5. (6) Reactant: [Cl:1][CH2:2][C:3](Cl)=[O:4].[F:6][C:7]1[CH:12]=[CH:11][C:10]([C:13]23[CH2:22][CH:17]4[CH2:18][CH:19]([CH2:21][C:15]([NH2:23])([CH2:16]4)[CH2:14]2)[CH2:20]3)=[CH:9][CH:8]=1.C([O-])([O-])=O.[K+].[K+]. Product: [Cl:1][CH2:2][C:3]([NH:23][C:15]12[CH2:16][CH:17]3[CH2:18][CH:19]([CH2:20][C:13]([C:10]4[CH:9]=[CH:8][C:7]([F:6])=[CH:12][CH:11]=4)([CH2:22]3)[CH2:14]1)[CH2:21]2)=[O:4]. The catalyst class is: 2. (7) Reactant: [N:1]1[CH:6]=[CH:5][CH:4]=[C:3]([O:7][C:8]2[N:15]=[CH:14][CH:13]=[CH:12][C:9]=2[C:10]#[N:11])[CH:2]=1. Product: [N:1]1[CH:6]=[CH:5][CH:4]=[C:3]([O:7][C:8]2[C:9]([CH2:10][NH2:11])=[CH:12][CH:13]=[CH:14][N:15]=2)[CH:2]=1. The catalyst class is: 181. (8) Reactant: [CH:1]1([NH:4][C:5](=[O:44])[NH:6][C:7]2[CH:42]=[CH:41][C:10]([O:11][C:12]3[CH:17]=[CH:16][N:15]=[C:14]4[CH:18]=[C:19]([C:21]5[N:22]=[CH:23][N:24]([CH2:26][CH2:27][N:28]6[CH2:33][CH2:32][N:31](C(OC(C)(C)C)=O)[CH2:30][CH2:29]6)[CH:25]=5)[S:20][C:13]=34)=[C:9]([F:43])[CH:8]=2)[CH2:3][CH2:2]1.C(O)(C(F)(F)F)=O. Product: [CH:1]1([NH:4][C:5]([NH:6][C:7]2[CH:42]=[CH:41][C:10]([O:11][C:12]3[CH:17]=[CH:16][N:15]=[C:14]4[CH:18]=[C:19]([C:21]5[N:22]=[CH:23][N:24]([CH2:26][CH2:27][N:28]6[CH2:29][CH2:30][NH:31][CH2:32][CH2:33]6)[CH:25]=5)[S:20][C:13]=34)=[C:9]([F:43])[CH:8]=2)=[O:44])[CH2:2][CH2:3]1. The catalyst class is: 2.